From a dataset of Forward reaction prediction with 1.9M reactions from USPTO patents (1976-2016). Predict the product of the given reaction. Given the reactants [N+](C1C=CC(C[O:9][C:10]([C:12]2[N:13]3[C@H:16]([S:17][CH:18]=2)[C@:15](Br)([C@H:19]([C:21]2[N:22]=[C:23]4[N:27]([CH:28]=2)[CH2:26][CH2:25][S:24]4)[OH:20])[C:14]3=[O:30])=[O:11])=CC=1)([O-])=O.P([O-])([O-])([O-])=O.[OH-].[Na+].C(OCC)(=O)C, predict the reaction product. The product is: [S:24]1[CH2:25][CH2:26][N:27]2[CH:28]=[C:21]([C@@H:19]([OH:20])[C@H:15]3[C:14](=[O:30])[N:13]4[C@@H:16]3[S:17][CH:18]=[C:12]4[C:10]([OH:11])=[O:9])[N:22]=[C:23]12.